Dataset: Forward reaction prediction with 1.9M reactions from USPTO patents (1976-2016). Task: Predict the product of the given reaction. (1) Given the reactants [CH2:1]([O:6][C:7]1[CH:12]=[CH:11][C:10]([CH:13]([CH2:21][C:22]([O:24][CH2:25][C:26]2[CH:31]=[CH:30][CH:29]=[CH:28][CH:27]=2)=[O:23])[C:14]([O:16]C(C)(C)C)=[O:15])=[CH:9][CH:8]=1)[CH2:2][CH:3]([CH3:5])[CH3:4], predict the reaction product. The product is: [CH2:25]([O:24][C:22](=[O:23])[CH2:21][CH:13]([C:10]1[CH:9]=[CH:8][C:7]([O:6][CH2:1][CH2:2][CH:3]([CH3:4])[CH3:5])=[CH:12][CH:11]=1)[C:14]([OH:16])=[O:15])[C:26]1[CH:27]=[CH:28][CH:29]=[CH:30][CH:31]=1. (2) Given the reactants [CH3:1][O:2][C:3](=[O:11])[C:4]1[CH:9]=[CH:8][CH:7]=[C:6]([OH:10])[CH:5]=1.C(=O)([O-])[O-].[K+].[K+].[CH3:18][O:19][C:20]1[CH:27]=[CH:26][C:23]([CH2:24]Cl)=[CH:22][CH:21]=1, predict the reaction product. The product is: [CH3:1][O:2][C:3](=[O:11])[C:4]1[CH:9]=[CH:8][CH:7]=[C:6]([O:10][CH2:24][C:23]2[CH:26]=[CH:27][C:20]([O:19][CH3:18])=[CH:21][CH:22]=2)[CH:5]=1. (3) Given the reactants [CH:1]([C:4]1[N:5]=[C:6]2[C:11]([C:12](OCC)=[O:13])=[CH:10][CH:9]=[CH:8][N:7]2[CH:17]=1)([CH3:3])[CH3:2].[K+].[Br-], predict the reaction product. The product is: [OH:13][CH2:12][C:11]1[C:6]2[N:7]([CH:17]=[C:4]([CH:1]([CH3:3])[CH3:2])[N:5]=2)[CH:8]=[CH:9][CH:10]=1.